From a dataset of Forward reaction prediction with 1.9M reactions from USPTO patents (1976-2016). Predict the product of the given reaction. (1) Given the reactants [S:1]1[CH:5]=[C:4]([CH2:6][NH:7][C@@H:8]([CH3:16])[CH:9]([O:13][CH2:14][CH3:15])[O:10][CH2:11][CH3:12])[C:3]2[CH:17]=[CH:18][CH:19]=[CH:20][C:2]1=2.[NH:21]([C:49]([O:51][CH2:52][CH:53]1[C:65]2[C:60](=[CH:61][CH:62]=[CH:63][CH:64]=2)[C:59]2[C:54]1=[CH:55][CH:56]=[CH:57][CH:58]=2)=[O:50])[C@H:22]([C:46](O)=[O:47])[CH2:23][C:24](=[O:45])[NH:25][C:26]([C:39]1[CH:44]=[CH:43][CH:42]=[CH:41][CH:40]=1)([C:33]1[CH:38]=[CH:37][CH:36]=[CH:35][CH:34]=1)[C:27]1[CH:32]=[CH:31][CH:30]=[CH:29][CH:28]=1.CN(C(ON1N=NC2C=CC=NC1=2)=[N+](C)C)C.F[P-](F)(F)(F)(F)F.CCN(C(C)C)C(C)C, predict the reaction product. The product is: [S:1]1[CH:5]=[C:4]([CH2:6][N:7]([C@@H:8]([CH3:16])[CH:9]([O:10][CH2:11][CH3:12])[O:13][CH2:14][CH3:15])[C:46](=[O:47])[C@@H:22]([NH:21][C:49](=[O:50])[O:51][CH2:52][CH:53]2[C:65]3[CH:64]=[CH:63][CH:62]=[CH:61][C:60]=3[C:59]3[C:54]2=[CH:55][CH:56]=[CH:57][CH:58]=3)[CH2:23][C:24](=[O:45])[NH:25][C:26]([C:33]2[CH:38]=[CH:37][CH:36]=[CH:35][CH:34]=2)([C:39]2[CH:44]=[CH:43][CH:42]=[CH:41][CH:40]=2)[C:27]2[CH:32]=[CH:31][CH:30]=[CH:29][CH:28]=2)[C:3]2[CH:17]=[CH:18][CH:19]=[CH:20][C:2]1=2. (2) Given the reactants [NH2:1][C:2]1[CH:7]=[CH:6][C:5]([OH:8])=[CH:4][CH:3]=1.Cl[C:10]1[CH:15]=[CH:14][N:13]=[C:12]([C:16]([N:18]2[CH2:22][CH2:21][CH2:20][CH2:19]2)=[O:17])[CH:11]=1.C([O-])([O-])=O.[K+].[K+], predict the reaction product. The product is: [NH2:1][C:2]1[CH:7]=[CH:6][C:5]([O:8][C:10]2[CH:15]=[CH:14][N:13]=[C:12]([C:16]([N:18]3[CH2:22][CH2:21][CH2:20][CH2:19]3)=[O:17])[CH:11]=2)=[CH:4][CH:3]=1. (3) Given the reactants C[C:2]1[C:11]2[C:6](=[C:7]([C:13]#[C:14]CO)[CH:8]=[CH:9][C:10]=2[F:12])[N:5]=[C:4](C)[C:3]=1[CH2:18][CH2:19][CH2:20][CH3:21].[OH-].[Na+].C1(C)C=CC=CC=1, predict the reaction product. The product is: [F:12][C:10]1[CH:9]=[CH:8][C:7]([C:13]#[CH:14])=[C:6]2[C:11]=1[CH:2]=[C:3]([CH2:18][CH2:19][CH2:20][CH3:21])[CH:4]=[N:5]2. (4) Given the reactants [N:1]1[C:2]([CH2:14][OH:15])=[N:3][N:4]2[C:13]=1[C:12]1[N:11]=[CH:10][CH:9]=[CH:8][C:7]=1[CH:6]=[CH:5]2, predict the reaction product. The product is: [N:1]1[C:2]([CH:14]=[O:15])=[N:3][N:4]2[C:13]=1[C:12]1[N:11]=[CH:10][CH:9]=[CH:8][C:7]=1[CH:6]=[CH:5]2. (5) The product is: [O:10]1[CH2:11][CH2:12][CH:7]([CH2:6][C:5]([OH:13])=[O:4])[CH2:8][CH2:9]1. Given the reactants [OH-].[Na+].C[O:4][C:5](=[O:13])[CH2:6][CH:7]1[CH2:12][CH2:11][O:10][CH2:9][CH2:8]1, predict the reaction product. (6) Given the reactants [CH2:1]([C:3]1[CH:11]=[C:10]([CH2:12][CH3:13])[C:9]([C:14]2[NH:18][C:17]([CH2:19][CH2:20][O:21][CH3:22])=[N:16][N:15]=2)=[CH:8][C:4]=1[C:5]([OH:7])=O)[CH3:2].Cl.[NH:24]1[CH2:29][CH2:28][CH:27]([C:30]2[CH:37]=[CH:36][C:33]([C:34]#[N:35])=[CH:32][CH:31]=2)[CH2:26][CH2:25]1.CCN=C=NCCCN(C)C.Cl, predict the reaction product. The product is: [CH2:1]([C:3]1[CH:11]=[C:10]([CH2:12][CH3:13])[C:9]([C:14]2[NH:18][C:17]([CH2:19][CH2:20][O:21][CH3:22])=[N:16][N:15]=2)=[CH:8][C:4]=1[C:5]([N:24]1[CH2:29][CH2:28][CH:27]([C:30]2[CH:37]=[CH:36][C:33]([C:34]#[N:35])=[CH:32][CH:31]=2)[CH2:26][CH2:25]1)=[O:7])[CH3:2]. (7) The product is: [CH:15]1([C:20]([N:6]2[CH:7]([C:25]3[C:26]4[C:31](=[CH:30][CH:29]=[CH:28][CH:27]=4)[NH:23][CH:24]=3)[C:8]3[C:13](=[CH:12][CH:11]=[CH:10][CH:9]=3)[C:14]3[CH:1]=[CH:2][CH:3]=[CH:4][C:5]2=3)=[O:21])[CH2:19][CH2:18][CH2:17][CH2:16]1. Given the reactants [CH:1]1[C:14]2[C:5](=[N:6][CH:7]=[C:8]3[C:13]=2[CH:12]=[CH:11][CH:10]=[CH:9]3)[CH:4]=[CH:3][CH:2]=1.[CH:15]1([C:20](Cl)=[O:21])[CH2:19][CH2:18][CH2:17][CH2:16]1.[NH:23]1[C:31]2[C:26](=[CH:27][CH:28]=[CH:29][CH:30]=2)[CH:25]=[CH:24]1, predict the reaction product.